Dataset: Full USPTO retrosynthesis dataset with 1.9M reactions from patents (1976-2016). Task: Predict the reactants needed to synthesize the given product. (1) Given the product [C:12]1([CH:8]=[CH:2][CH2:3][CH2:4][C:5](=[O:7])[CH3:6])[CH:17]=[CH:16][CH:15]=[CH:14][CH:13]=1, predict the reactants needed to synthesize it. The reactants are: C[C:2](=[CH2:8])[CH2:3][CH2:4][C:5](=[O:7])[CH3:6].C(Cl)C=C[C:12]1[CH:17]=[CH:16][CH:15]=[CH:14][CH:13]=1. (2) Given the product [Cl:1][C:2]1[C:7]([Cl:8])=[CH:6][CH:5]=[CH:4][C:3]=1[C:9]1([OH:21])[CH2:13][CH2:12][NH:11][CH2:10]1, predict the reactants needed to synthesize it. The reactants are: [Cl:1][C:2]1[C:7]([Cl:8])=[CH:6][CH:5]=[CH:4][C:3]=1[C:9]1([OH:21])[CH2:13][CH2:12][N:11](C(OC(C)(C)C)=O)[CH2:10]1.FC(F)(F)C(O)=O.